This data is from NCI-60 drug combinations with 297,098 pairs across 59 cell lines. The task is: Regression. Given two drug SMILES strings and cell line genomic features, predict the synergy score measuring deviation from expected non-interaction effect. (1) Cell line: NCI-H522. Drug 1: CN(C(=O)NC(C=O)C(C(C(CO)O)O)O)N=O. Drug 2: C1C(C(OC1N2C=NC(=NC2=O)N)CO)O. Synergy scores: CSS=5.35, Synergy_ZIP=-4.26, Synergy_Bliss=-2.25, Synergy_Loewe=-6.59, Synergy_HSA=-1.41. (2) Drug 1: CC1C(C(CC(O1)OC2CC(OC(C2O)C)OC3=CC4=CC5=C(C(=O)C(C(C5)C(C(=O)C(C(C)O)O)OC)OC6CC(C(C(O6)C)O)OC7CC(C(C(O7)C)O)OC8CC(C(C(O8)C)O)(C)O)C(=C4C(=C3C)O)O)O)O. Drug 2: C(=O)(N)NO. Cell line: RXF 393. Synergy scores: CSS=11.0, Synergy_ZIP=0.0461, Synergy_Bliss=0.735, Synergy_Loewe=-53.5, Synergy_HSA=-0.556. (3) Drug 1: CC1CCC2CC(C(=CC=CC=CC(CC(C(=O)C(C(C(=CC(C(=O)CC(OC(=O)C3CCCCN3C(=O)C(=O)C1(O2)O)C(C)CC4CCC(C(C4)OC)OCCO)C)C)O)OC)C)C)C)OC. Drug 2: CC12CCC3C(C1CCC2OP(=O)(O)O)CCC4=C3C=CC(=C4)OC(=O)N(CCCl)CCCl.[Na+]. Cell line: SF-295. Synergy scores: CSS=32.5, Synergy_ZIP=2.85, Synergy_Bliss=9.35, Synergy_Loewe=-7.76, Synergy_HSA=7.79.